This data is from Reaction yield outcomes from USPTO patents with 853,638 reactions. The task is: Predict the reaction yield, written as a fraction of the theoretical maximum amount of product (1.0 means a 100% yield; for example, 0.34 means a 34% yield). (1) The product is [CH3:1][C:2]1([CH3:10])[O:7][C:6](=[O:8])[CH:5]([C:21](=[O:22])[CH2:20][C:13]2[CH:14]=[C:15]([F:19])[C:16]([F:18])=[CH:17][C:12]=2[F:11])[C:4](=[O:9])[O:3]1. The catalyst is ClCCl.CN(C)C1C=CN=CC=1. The yield is 0.960. The reactants are [CH3:1][C:2]1([CH3:10])[O:7][C:6](=[O:8])[CH2:5][C:4](=[O:9])[O:3]1.[F:11][C:12]1[CH:17]=[C:16]([F:18])[C:15]([F:19])=[CH:14][C:13]=1[CH2:20][C:21](O)=[O:22].Cl.CN(C)CCCN=C=NCC. (2) The reactants are C[O:2][C:3](=[O:22])[C:4]1[CH:9]=[CH:8][C:7]([O:10][CH2:11][C:12]2[C:13]([CH2:18][CH2:19][CH2:20][CH3:21])=[N:14][O:15][C:16]=2[CH3:17])=[N:6][CH:5]=1.O.[OH-].[Li+].Cl. The catalyst is C1COCC1.O. The product is [CH2:18]([C:13]1[C:12]([CH2:11][O:10][C:7]2[CH:8]=[CH:9][C:4]([C:3]([OH:22])=[O:2])=[CH:5][N:6]=2)=[C:16]([CH3:17])[O:15][N:14]=1)[CH2:19][CH2:20][CH3:21]. The yield is 0.760. (3) The reactants are [NH2:1][NH:2][C:3]([NH2:5])=[S:4].C(O)(=O)C.[C:10]([NH:13][C:14]1[CH:21]=[CH:20][C:17]([CH:18]=O)=[CH:16][C:15]=1[Cl:22])(=[O:12])[CH3:11]. The catalyst is O.C(O)C. The product is [C:10]([NH:13][C:14]1[CH:21]=[CH:20][C:17]([CH:18]=[N:1][NH:2][C:3]([NH2:5])=[S:4])=[CH:16][C:15]=1[Cl:22])(=[O:12])[CH3:11]. The yield is 0.900. (4) The yield is 0.830. The catalyst is CN(C=O)C.C(OCC)(=O)C.[O-]S(C(F)(F)F)(=O)=O.[Ag+]. The reactants are Cl[C:2]1[C:3]2[CH:10]=[CH:9][N:8]([CH3:11])[C:4]=2[N:5]=[CH:6][N:7]=1.[Cl:12][C:13]1[CH:14]=[C:15]([NH2:20])[CH:16]=[CH:17][C:18]=1[F:19]. The product is [Cl:12][C:13]1[CH:14]=[C:15]([NH:20][C:2]2[C:3]3[CH:10]=[CH:9][N:8]([CH3:11])[C:4]=3[N:5]=[CH:6][N:7]=2)[CH:16]=[CH:17][C:18]=1[F:19]. (5) The reactants are [Br:1][C:2]1[CH:7]=[CH:6][CH:5]=[C:4]([Br:8])[CH:3]=1.[N+:9]([O-])([O-:11])=[O:10].[K+]. The catalyst is S(=O)(=O)(O)O. The product is [Br:1][C:2]1[CH:3]=[C:4]([Br:8])[CH:5]=[CH:6][C:7]=1[N+:9]([O-:11])=[O:10]. The yield is 0.900. (6) The reactants are [C:1]([OH:9])(=O)[C:2]1[CH:7]=[CH:6][CH:5]=[CH:4][CH:3]=1.F[B-](F)(F)F.N1(OC(N(C)C)=[N+](C)C)C2C=CC=CC=2N=N1.O.ON1C2C=CC=CC=2N=N1.C(N(CC)C(C)C)(C)C.[CH2:52]([N:59]1[CH2:64][CH2:63][O:62][CH:61]([C:65]([NH2:68])=[N:66]O)[CH2:60]1)[C:53]1[CH:58]=[CH:57][CH:56]=[CH:55][CH:54]=1. The catalyst is CN(C)C=O.O. The product is [CH2:52]([N:59]1[CH2:64][CH2:63][O:62][CH:61]([C:65]2[N:68]=[C:1]([C:2]3[CH:3]=[CH:4][CH:5]=[CH:6][CH:7]=3)[O:9][N:66]=2)[CH2:60]1)[C:53]1[CH:54]=[CH:55][CH:56]=[CH:57][CH:58]=1. The yield is 0.750. (7) The reactants are [Cl:1][C:2]1[N:7]=[CH:6][C:5]([NH2:8])=[C:4]([NH:9][CH2:10][CH3:11])[CH:3]=1.[CH3:12]OC(OC)OC. The catalyst is C(O)=O. The product is [Cl:1][C:2]1[N:7]=[CH:6][C:5]2[N:8]=[CH:12][N:9]([CH2:10][CH3:11])[C:4]=2[CH:3]=1. The yield is 0.500. (8) The reactants are C[C:2]1[CH:10]=[CH:9][C:5]([C:6]([OH:8])=[O:7])=[C:4]([N:11]([S:13]([C:16]2[CH:21]=[CH:20][C:19](F)=[CH:18][CH:17]=2)(=[O:15])=[O:14])[CH3:12])[C:3]=1[CH3:23].[OH:24][CH2:25][CH2:26][CH2:27][NH:28][C:29]([C:31]1[CH:39]=[CH:38][C:34]2[O:35][CH2:36][O:37][C:33]=2[CH:32]=1)=[O:30]. No catalyst specified. The product is [O:35]1[C:34]2[CH:38]=[CH:39][C:31]([C:29]([NH:28][CH2:27][CH2:26][CH2:25][O:24][C:19]3[CH:18]=[CH:17][C:16]([S:13]([N:11]([CH3:12])[C:4]4[C:3]([CH3:23])=[CH:2][CH:10]=[CH:9][C:5]=4[C:6]([OH:8])=[O:7])(=[O:14])=[O:15])=[CH:21][CH:20]=3)=[O:30])=[CH:32][C:33]=2[O:37][CH2:36]1. The yield is 0.490. (9) The reactants are C([Li])(C)(C)C.[CH2:6]([C:9]1([CH2:23][CH2:24][CH3:25])[C:21]2[CH:20]=[C:19](Br)[CH:18]=[CH:17][C:16]=2[C:15]2[C:10]1=[CH:11][CH:12]=[CH:13][CH:14]=2)[CH2:7][CH3:8].C[O:27][B:28](OC)[O:29]C.Cl. The catalyst is C1COCC1. The product is [CH2:6]([C:9]1([CH2:23][CH2:24][CH3:25])[C:21]2[CH:20]=[C:19]([B:28]([OH:29])[OH:27])[CH:18]=[CH:17][C:16]=2[C:15]2[C:10]1=[CH:11][CH:12]=[CH:13][CH:14]=2)[CH2:7][CH3:8]. The yield is 0.610. (10) The reactants are [CH2:1]([O:8][C:9]([N:11]1[C@H:18]([CH2:19][CH3:20])[CH2:17][CH2:16][C@H:12]1[C:13](O)=[O:14])=[O:10])[C:2]1[CH:7]=[CH:6][CH:5]=[CH:4][CH:3]=1.ON1C2C=CC=CC=2N=N1.Cl.[CH3:32][N:33](C)[CH2:34]CCN=C=NCC.Cl.CNC.C(N(C(C)C)CC)(C)C. The catalyst is CN(C)C=O.C(OCC)(=O)C. The product is [CH3:32][N:33]([CH3:34])[C:13]([C@@H:12]1[CH2:16][CH2:17][C@@H:18]([CH2:19][CH3:20])[N:11]1[C:9]([O:8][CH2:1][C:2]1[CH:7]=[CH:6][CH:5]=[CH:4][CH:3]=1)=[O:10])=[O:14]. The yield is 0.780.